This data is from Forward reaction prediction with 1.9M reactions from USPTO patents (1976-2016). The task is: Predict the product of the given reaction. (1) Given the reactants Cl.CN(C)CCCN=C=NCC.[CH3:13][O:14][C:15](=[O:23])[CH2:16][CH2:17][CH2:18][CH2:19][C:20]([OH:22])=O.Cl.[NH2:25][CH2:26][C:27]([C:29]1[CH:34]=[CH:33][CH:32]=[CH:31][C:30]=1[O:35][CH3:36])=[O:28].C(N(CC)CC)C, predict the reaction product. The product is: [CH3:13][O:14][C:15](=[O:23])[CH2:16][CH2:17][CH2:18][CH2:19][C:20](=[O:22])[NH:25][CH2:26][C:27]([C:29]1[CH:34]=[CH:33][CH:32]=[CH:31][C:30]=1[O:35][CH3:36])=[O:28]. (2) Given the reactants [C:1](/[CH:3]=[CH:4]/[S:5]([C:8]1[CH:9]=[C:10]([C:14]([CH3:19])([CH3:18])[C:15]([OH:17])=O)[CH:11]=[CH:12][CH:13]=1)(=[O:7])=[O:6])#[N:2].[CH:20]1([NH2:26])[CH2:25][CH2:24][CH2:23][CH2:22][CH2:21]1.Cl.CN(C)CCCN=C=NCC.ON1C2C=CC=CC=2N=N1, predict the reaction product. The product is: [C:1](/[CH:3]=[CH:4]/[S:5]([C:8]1[CH:9]=[C:10]([C:14]([CH3:19])([CH3:18])[C:15]([NH:26][CH:20]2[CH2:25][CH2:24][CH2:23][CH2:22][CH2:21]2)=[O:17])[CH:11]=[CH:12][CH:13]=1)(=[O:6])=[O:7])#[N:2]. (3) Given the reactants [CH3:1][O:2][C:3](=[O:22])/[C:4](/[NH:11]C(OCC1C=CC=CC=1)=O)=[CH:5]/[C@H:6]1[CH2:9][C@@H:8]([CH3:10])[CH2:7]1.[H][H], predict the reaction product. The product is: [CH3:1][O:2][C:3](=[O:22])[CH:4]([NH2:11])[CH2:5][C@H:6]1[CH2:7][C@H:8]([CH3:10])[CH2:9]1. (4) Given the reactants COC1C=C[C:6]([N:9]2[C:18](=[O:19])[C:17]3[C:12](=[CH:13][CH:14]=[C:15](C)[CH:16]=3)[N:11]=[C:10]2[CH:21]([NH:23][CH3:24])[CH3:22])=CC=1.[C:25]([C:29]1[CH:37]=[CH:36][C:32]([C:33](Cl)=[O:34])=[CH:31][CH:30]=1)([CH3:28])([CH3:27])[CH3:26], predict the reaction product. The product is: [C:25]([C:29]1[CH:30]=[CH:31][C:32]([C:33]([N:23]([CH3:24])[CH:21]([C:10]2[N:9]([CH3:6])[C:18](=[O:19])[C:17]3[C:12](=[CH:13][CH:14]=[CH:15][CH:16]=3)[N:11]=2)[CH3:22])=[O:34])=[CH:36][CH:37]=1)([CH3:28])([CH3:26])[CH3:27]. (5) Given the reactants [NH2:1][C:2]1[CH:6]=[CH:5][S:4][C:3]=1[C:7]([O:9][CH3:10])=[O:8].[C:11](Cl)(=[O:20])[O:12][CH2:13][C:14]1[CH:19]=[CH:18][CH:17]=[CH:16][CH:15]=1, predict the reaction product. The product is: [CH2:13]([O:12][C:11]([NH:1][C:2]1[CH:6]=[CH:5][S:4][C:3]=1[C:7]([O:9][CH3:10])=[O:8])=[O:20])[C:14]1[CH:19]=[CH:18][CH:17]=[CH:16][CH:15]=1. (6) Given the reactants [C:1]([NH2:9])(=[S:8])[C:2]1[CH:7]=[CH:6][CH:5]=[CH:4][CH:3]=1.[Cl:10][CH2:11][C:12]([CH2:14]Cl)=O.C1(C)C=CC=CC=1, predict the reaction product. The product is: [Cl:10][CH2:11][C:12]1[N:9]=[C:1]([C:2]2[CH:7]=[CH:6][CH:5]=[CH:4][CH:3]=2)[S:8][CH:14]=1. (7) Given the reactants Br[C:2]1[C:3]([N:23]([CH3:28])[S:24]([CH3:27])(=[O:26])=[O:25])=[CH:4][C:5]2[O:9][C:8]([N:10]3[CH:15]=[CH:14][C:13]([CH3:16])=[CH:12][C:11]3=[O:17])=[C:7]([C:18]([NH:20][CH3:21])=[O:19])[C:6]=2[CH:22]=1.[B:29]1([B:29]2[O:33][C:32]([CH3:35])([CH3:34])[C:31]([CH3:37])([CH3:36])[O:30]2)[O:33][C:32]([CH3:35])([CH3:34])[C:31]([CH3:37])([CH3:36])[O:30]1.CC([O-])=O.[K+], predict the reaction product. The product is: [CH3:21][NH:20][C:18]([C:7]1[C:6]2[CH:22]=[C:2]([B:29]3[O:33][C:32]([CH3:35])([CH3:34])[C:31]([CH3:37])([CH3:36])[O:30]3)[C:3]([N:23]([CH3:28])[S:24]([CH3:27])(=[O:26])=[O:25])=[CH:4][C:5]=2[O:9][C:8]=1[N:10]1[CH:15]=[CH:14][C:13]([CH3:16])=[CH:12][C:11]1=[O:17])=[O:19].